From a dataset of Reaction yield outcomes from USPTO patents with 853,638 reactions. Predict the reaction yield, written as a fraction of the theoretical maximum amount of product (1.0 means a 100% yield; for example, 0.34 means a 34% yield). (1) The reactants are [Cl:1][C:2]1[C:3]([C:9]([OH:11])=O)=[N:4][C:5]([Cl:8])=[CH:6][CH:7]=1.[CH:12]1[N:16]=[C:15]([NH2:17])[S:14][CH:13]=1.O.ON1C2C=CC=CC=2N=N1.Cl.CN(C)CCCN=C=NCC. The catalyst is C(Cl)(Cl)Cl. The product is [Cl:1][C:2]1[C:3]([C:9]([NH:17][C:15]2[S:14][CH:13]=[CH:12][N:16]=2)=[O:11])=[N:4][C:5]([Cl:8])=[CH:6][CH:7]=1. The yield is 0.640. (2) The reactants are [Br:1][C:2]1[N:6]2[N:7]=[C:8](Cl)[CH:9]=[CH:10][C:5]2=[N:4][CH:3]=1.[CH2:12](CN)[C:13]1[CH:18]=[CH:17][CH:16]=[CH:15][CH:14]=1.C([O-])(O)=O.[Na+].[CH3:26][N:27]1C(=O)CCC1. No catalyst specified. The product is [CH2:12]([N:27]([CH3:26])[C:8]1[CH:9]=[CH:10][C:5]2[N:6]([C:2]([Br:1])=[CH:3][N:4]=2)[N:7]=1)[C:13]1[CH:14]=[CH:15][CH:16]=[CH:17][CH:18]=1. The yield is 0.880.